Dataset: Retrosynthesis with 50K atom-mapped reactions and 10 reaction types from USPTO. Task: Predict the reactants needed to synthesize the given product. (1) Given the product CN(C)n1cc(C(=O)O)c(=O)c2cc(I)ccc21, predict the reactants needed to synthesize it. The reactants are: CCOC(=O)c1cn(N(C)C)c2ccc(I)cc2c1=O. (2) Given the product CCOC(=O)c1ccc(OCC)c(I)c1, predict the reactants needed to synthesize it. The reactants are: CCI.CCOC(=O)c1ccc(O)c(I)c1. (3) Given the product Cc1cc(C)c(CNC(=O)c2ccc(C(CC(C)C)Oc3ccccc3)cc2)c(O)n1, predict the reactants needed to synthesize it. The reactants are: CC(C)CC(Oc1ccccc1)c1ccc(C(=O)O)cc1.Cc1cc(C)c(CN)c(O)n1. (4) Given the product N#CC(C1CCC2(CC1)OCCO2)N1CCCCC1, predict the reactants needed to synthesize it. The reactants are: C1CCNCC1.O=CC1CCC2(CC1)OCCO2.[C-]#N. (5) Given the product Cc1ccc(C(=O)c2ccc(Cn3cnc4c3c(=O)n(C)c(=O)n4C)cc2)cc1, predict the reactants needed to synthesize it. The reactants are: Cc1ccc(C(=O)c2ccc(CBr)cc2)cc1.Cn1c(=O)c2[nH]cnc2n(C)c1=O.